This data is from Full USPTO retrosynthesis dataset with 1.9M reactions from patents (1976-2016). The task is: Predict the reactants needed to synthesize the given product. (1) Given the product [Cl:1][C:2]1[C:11]2[C:6](=[CH:7][CH:8]=[CH:9][CH:10]=2)[N:5]=[C:4]([C:12]2[CH:17]=[CH:16][CH:15]=[CH:14][C:13]=2[OH:18])[N:3]=1, predict the reactants needed to synthesize it. The reactants are: [Cl:1][C:2]1[C:11]2[C:6](=[CH:7][CH:8]=[CH:9][CH:10]=2)[N:5]=[C:4]([C:12]2[CH:17]=[CH:16][CH:15]=[CH:14][C:13]=2[O:18]C)[N:3]=1.B(Br)(Br)Br. (2) Given the product [CH:26]1([NH:25][C:24]([CH:23]2[CH2:22][N:21]([S:37]([CH3:40])(=[O:38])=[O:39])[CH:18]3[CH2:19][CH2:20][N:16]([C:14](=[O:15])[CH:13]([CH:41]4[CH2:42][CH2:43][CH2:44][CH2:45][CH2:46]4)[NH:12][C:11](=[O:47])[CH:9]([NH:7][CH3:6])[CH3:10])[CH:17]23)=[O:36])[C:35]2[C:30](=[CH:31][CH:32]=[CH:33][CH:34]=2)[CH2:29][CH2:28][CH2:27]1, predict the reactants needed to synthesize it. The reactants are: C(O[C:6](=O)[N:7]([CH:9]([C:11](=[O:47])[NH:12][CH:13]([CH:41]1[CH2:46][CH2:45][CH2:44][CH2:43][CH2:42]1)[C:14]([N:16]1[CH2:20][CH2:19][CH:18]2[N:21]([S:37]([CH3:40])(=[O:39])=[O:38])[CH2:22][CH:23]([C:24](=[O:36])[NH:25][CH:26]3[C:35]4[C:30](=[CH:31][CH:32]=[CH:33][CH:34]=4)[CH2:29][CH2:28][CH2:27]3)[CH:17]12)=[O:15])[CH3:10])C)(C)(C)C.C(O)(C(F)(F)F)=O. (3) Given the product [CH:17]([C:13]1[C:12]([OH:19])=[CH:11][CH:10]=[C:9]2[C:14]=1[CH:15]=[CH:16][C:7]([CH:6]=[CH:5][C:4]([OH:20])=[O:3])=[CH:8]2)=[O:18], predict the reactants needed to synthesize it. The reactants are: C([O:3][C:4](=[O:20])[CH:5]=[CH:6][C:7]1[CH:16]=[CH:15][C:14]2[C:9](=[CH:10][CH:11]=[C:12]([OH:19])[C:13]=2[CH:17]=[O:18])[CH:8]=1)C. (4) Given the product [C:13]([C:10]1[CH:11]=[CH:12][C:7]([CH2:6][CH:5]([N:16]=[C:24]([C:18]2[CH:23]=[CH:22][CH:21]=[CH:20][CH:19]=2)[C:25]2[CH:30]=[CH:29][CH:28]=[CH:27][CH:26]=2)[C:4]([O:3][CH2:1][CH3:2])=[O:17])=[CH:8][C:9]=1[F:15])#[N:14], predict the reactants needed to synthesize it. The reactants are: [CH2:1]([O:3][C:4](=[O:17])[CH:5]([NH2:16])[CH2:6][C:7]1[CH:12]=[CH:11][C:10]([C:13]#[N:14])=[C:9]([F:15])[CH:8]=1)[CH3:2].[C:18]1([C:24](=NCC(OCC)=O)[C:25]2[CH:30]=[CH:29][CH:28]=[CH:27][CH:26]=2)[CH:23]=[CH:22][CH:21]=[CH:20][CH:19]=1.BrCC1C=CC(C#N)=C(F)C=1.C([O-])([O-])=O.[K+].[K+]. (5) Given the product [Br:10][C:11]1[CH:16]=[CH:15][C:14]([S:17]([O:9][CH2:8][P:3]([O:4][CH2:5][CH3:6])([CH2:1][CH3:2])=[O:7])(=[O:19])=[O:18])=[CH:13][CH:12]=1, predict the reactants needed to synthesize it. The reactants are: [CH2:1]([P:3]([CH2:8][OH:9])(=[O:7])[O:4][CH2:5][CH3:6])[CH3:2].[Br:10][C:11]1[CH:16]=[CH:15][C:14]([S:17](Cl)(=[O:19])=[O:18])=[CH:13][CH:12]=1. (6) Given the product [N:35]([CH2:2][C@H:3]1[CH2:8][CH2:7][C@H:6]([N:9]2[C:14]3[C:15]4[CH:21]=[CH:20][N:19]([CH2:22][O:23][CH2:24][CH2:25][Si:26]([CH3:29])([CH3:28])[CH3:27])[C:16]=4[N:17]=[CH:18][C:13]=3[C:12](=[O:30])[NH:11][CH2:10]2)[CH2:5][CH2:4]1)=[N+:36]=[N-:37], predict the reactants needed to synthesize it. The reactants are: Br[CH2:2][C@H:3]1[CH2:8][CH2:7][C@H:6]([N:9]2[C:14]3[C:15]4[CH:21]=[CH:20][N:19]([CH2:22][O:23][CH2:24][CH2:25][Si:26]([CH3:29])([CH3:28])[CH3:27])[C:16]=4[N:17]=[CH:18][C:13]=3[C:12](=[O:30])[NH:11][CH2:10]2)[CH2:5][CH2:4]1.C[Si]([N:35]=[N+:36]=[N-:37])(C)C.[F-].C([N+](CCCC)(CCCC)CCCC)CCC.O. (7) The reactants are: [CH:1]1[N:5]2[CH:6]3[C@H:11]([CH:12]=[CH:13][C:4]2=[N:3][CH:2]=1)[C@H:10]1[CH2:14][CH2:15][C@H:16]2[C@H:20]([C@@H:9]1[CH2:8][CH2:7]3)[CH2:19][CH2:18][C@H:17]2[C:21]([O:23]CC)=[O:22].[OH-].[Na+]. Given the product [CH:1]1[N:5]2[CH:6]3[C@H:11]([CH:12]=[CH:13][C:4]2=[N:3][CH:2]=1)[C@H:10]1[CH2:14][CH2:15][C@H:16]2[C@H:20]([C@@H:9]1[CH2:8][CH2:7]3)[CH2:19][CH2:18][C@H:17]2[C:21]([OH:23])=[O:22], predict the reactants needed to synthesize it. (8) Given the product [Cl:18][C:19]1[CH:20]=[CH:21][C:22]([C:2]2[CH:7]=[N:6][C:5]([N:8]3[CH2:13][C@H:12]([CH3:14])[O:11][C@H:10]([CH3:15])[CH2:9]3)=[C:4]([CH:16]=[O:17])[CH:3]=2)=[N:23][CH:24]=1, predict the reactants needed to synthesize it. The reactants are: Br[C:2]1[CH:3]=[C:4]([CH:16]=[O:17])[C:5]([N:8]2[CH2:13][C@@H:12]([CH3:14])[O:11][C@@H:10]([CH3:15])[CH2:9]2)=[N:6][CH:7]=1.[Cl:18][C:19]1[CH:20]=[CH:21][C:22](B(O)O)=[N:23][CH:24]=1. (9) Given the product [CH:9]([NH:8][CH:12]1[CH2:13][CH2:14][N:15]([CH2:18][C:19]2[CH:20]=[N:21][CH:22]=[CH:23][C:24]=2[O:25][CH3:26])[CH2:16][CH2:17]1)([CH3:11])[CH3:10], predict the reactants needed to synthesize it. The reactants are: C(OC([N:8]([CH:12]1[CH2:17][CH2:16][N:15]([CH2:18][C:19]2[CH:20]=[N:21][CH:22]=[CH:23][C:24]=2[O:25][CH3:26])[CH2:14][CH2:13]1)[CH:9]([CH3:11])[CH3:10])=O)(C)(C)C.Cl. (10) The reactants are: C[O:2][C:3]([C:5]1[C:6]2[CH2:7][C:8]([CH3:29])([CH3:28])[CH:9]([C:16]3[CH:21]=[CH:20][CH:19]=[C:18]([N:22]4[CH2:27][CH2:26][O:25][CH2:24][CH2:23]4)[CH:17]=3)[NH:10][C:11]=2[CH:12]=[CH:13][C:14]=1[Cl:15])=[O:4].[OH-].[Na+].Cl. Given the product [Cl:15][C:14]1[CH:13]=[CH:12][C:11]2[NH:10][CH:9]([C:16]3[CH:21]=[CH:20][CH:19]=[C:18]([N:22]4[CH2:23][CH2:24][O:25][CH2:26][CH2:27]4)[CH:17]=3)[C:8]([CH3:29])([CH3:28])[CH2:7][C:6]=2[C:5]=1[C:3]([OH:4])=[O:2], predict the reactants needed to synthesize it.